This data is from Forward reaction prediction with 1.9M reactions from USPTO patents (1976-2016). The task is: Predict the product of the given reaction. (1) The product is: [C:1]([O:5][C:6]([N:8]1[CH2:13][CH2:12][CH:11]([O:14][C:19]2[CH:20]=[C:21]3[C:26](=[CH:27][C:18]=2[Br:17])[C:25](=[O:28])[N:24]([CH2:29][C:30]2[CH:31]=[CH:32][C:33]([O:36][CH3:37])=[CH:34][CH:35]=2)[CH:23]=[CH:22]3)[CH2:10][CH2:9]1)=[O:7])([CH3:4])([CH3:2])[CH3:3]. Given the reactants [C:1]([O:5][C:6]([N:8]1[CH2:13][CH2:12][CH:11]([OH:14])[CH2:10][CH2:9]1)=[O:7])([CH3:4])([CH3:3])[CH3:2].[H-].[Na+].[Br:17][C:18]1[CH:27]=[C:26]2[C:21]([CH:22]=[CH:23][N:24]([CH2:29][C:30]3[CH:35]=[CH:34][C:33]([O:36][CH3:37])=[CH:32][CH:31]=3)[C:25]2=[O:28])=[CH:20][C:19]=1F, predict the reaction product. (2) Given the reactants [C:1]1([CH:7]([C:12]2[C:16]3[CH:17]=[N:18][CH:19]=[CH:20][C:15]=3[NH:14][CH:13]=2)[CH2:8][C:9]([OH:11])=O)[CH:6]=[CH:5][CH:4]=[CH:3][CH:2]=1.CN.F[P-](F)(F)(F)(F)F.[N:30]1(O[P+](N(C)C)(N(C)C)N(C)C)[C:34]2C=CC=CC=2N=N1, predict the reaction product. The product is: [CH3:34][NH:30][C:9](=[O:11])[CH2:8][CH:7]([C:1]1[CH:2]=[CH:3][CH:4]=[CH:5][CH:6]=1)[C:12]1[C:16]2[CH:17]=[N:18][CH:19]=[CH:20][C:15]=2[NH:14][CH:13]=1. (3) Given the reactants [Cl:1][C:2]1[CH:3]=[C:4]2[C:8](=[CH:9][CH:10]=1)[NH:7][N:6]=[C:5]2[I:11].Cl.Cl[CH2:14][CH2:15][N:16]1[CH2:20][CH2:19][CH2:18][CH2:17]1, predict the reaction product. The product is: [Cl:1][C:2]1[CH:3]=[C:4]2[C:8](=[CH:9][CH:10]=1)[N:7]([CH2:14][CH2:15][N:16]1[CH2:20][CH2:19][CH2:18][CH2:17]1)[N:6]=[C:5]2[I:11]. (4) Given the reactants C(OC([N:8]([CH:10]1[CH2:14][CH2:13][N:12]([S:15]([C:18]2[C:19]3[C:20]([Cl:29])=[CH:21][N:22]=[C:23]([Cl:28])[C:24]=3[CH:25]=[CH:26][CH:27]=2)(=[O:17])=[O:16])[CH2:11]1)[CH3:9])=O)(C)(C)C.C(OC([NH:37][C@H]1CCN(S(C2C3C(Cl)=CN=C(Cl)C=3C=CC=2)(=O)=O)C1)=O)(C)(C)C, predict the reaction product. The product is: [NH2:37][C:23]1[C:24]2[CH:25]=[CH:26][CH:27]=[C:18]([S:15]([N:12]3[CH2:13][CH2:14][CH:10]([NH:8][CH3:9])[CH2:11]3)(=[O:17])=[O:16])[C:19]=2[C:20]([Cl:29])=[CH:21][N:22]=1.[ClH:28]. (5) Given the reactants [NH2:1][C:2]1[CH:7]=[CH:6][C:5]([C:8]2[CH:13]=[CH:12][C:11]([C:14](=[O:26])[CH2:15][CH:16]([CH2:21][CH2:22][N:23]([CH3:25])[CH3:24])[C:17]([O:19]C)=[O:18])=[CH:10][CH:9]=2)=[CH:4][CH:3]=1.Cl[C:28]1[S:29][C:30]2[CH:36]=[C:35]([Cl:37])[CH:34]=[CH:33][C:31]=2[N:32]=1.S1C2C=CC=CC=2N=C1NC1C=CC(C2C=CC(C(=O)CC(C)(C)C(O)=O)=CC=2)=CC=1.FC(F)(F)C([O-])=O, predict the reaction product. The product is: [Cl:37][C:35]1[CH:34]=[CH:33][C:31]2[N:32]=[C:28]([NH:1][C:2]3[CH:7]=[CH:6][C:5]([C:8]4[CH:13]=[CH:12][C:11]([C:14](=[O:26])[CH2:15][CH:16]([CH2:21][CH2:22][N:23]([CH3:24])[CH3:25])[C:17]([OH:19])=[O:18])=[CH:10][CH:9]=4)=[CH:4][CH:3]=3)[S:29][C:30]=2[CH:36]=1. (6) Given the reactants [CH:1]1([S:4]([N:7]2[CH:11]=[C:10](B3OC(C)(C)C(C)(C)O3)[CH:9]=[N:8]2)(=[O:6])=[O:5])[CH2:3][CH2:2]1.Cl[C:22]1[N:27]=[C:26]([NH2:28])[CH:25]=[CH:24][N:23]=1.C(=O)([O-])[O-].[Cs+].[Cs+], predict the reaction product. The product is: [CH:1]1([S:4]([N:7]2[CH:11]=[C:10]([C:22]3[N:27]=[C:26]([NH2:28])[CH:25]=[CH:24][N:23]=3)[CH:9]=[N:8]2)(=[O:5])=[O:6])[CH2:2][CH2:3]1. (7) Given the reactants ClC1N=CC([CH2:8][N:9]2[C:18]3[CH:17]=[CH:16][CH:15]=[CH:14][C:13]=3[C:12]3=[N:19][N:20]([C:23]4[CH:28]=[CH:27][CH:26]=[CH:25][C:24]=4[F:29])[C:21](=[O:22])[C:11]3=[CH:10]2)=CC=1.C(=O)([O-])[O-].[Cs+].[Cs+].[CH3:36][N:37]1[CH:41]=[C:40](B2OC(C)(C)C(C)(C)O2)[CH:39]=[N:38]1, predict the reaction product. The product is: [F:29][C:24]1[CH:25]=[CH:26][CH:27]=[CH:28][C:23]=1[N:20]1[C:21](=[O:22])[C:11]2=[CH:10][N:9]([CH2:8][C:12]3[CH:13]=[C:18]([C:40]4[CH:39]=[N:38][N:37]([CH3:36])[CH:41]=4)[N:9]=[CH:10][CH:11]=3)[C:18]3[CH:17]=[CH:16][CH:15]=[CH:14][C:13]=3[C:12]2=[N:19]1.